This data is from Full USPTO retrosynthesis dataset with 1.9M reactions from patents (1976-2016). The task is: Predict the reactants needed to synthesize the given product. (1) Given the product [C:9]([Si:6]([CH3:8])([CH3:7])[O:13][CH:14]1[CH2:19][CH2:18][C:17](=[CH2:1])[CH2:16][CH2:15]1)([CH3:12])([CH3:11])[CH3:10], predict the reactants needed to synthesize it. The reactants are: [CH2:1]([Li])CCC.[Si:6]([O:13][CH:14]1[CH2:19][CH2:18][C:17](=O)[CH2:16][CH2:15]1)([C:9]([CH3:12])([CH3:11])[CH3:10])([CH3:8])[CH3:7]. (2) Given the product [CH3:1][O:2][CH2:3][CH:4]([CH2:29][O:30][CH3:31])[O:5][C:6]1[CH:7]=[C:8]([O:18][C:19]2[CH:24]=[CH:23][C:22]([S:25]([CH3:28])(=[O:26])=[O:27])=[CH:21][N:20]=2)[CH:9]=[C:10]2[C:14]=1[NH:13][C:12]([C:15](=[S:41])[NH2:17])=[CH:11]2, predict the reactants needed to synthesize it. The reactants are: [CH3:1][O:2][CH2:3][CH:4]([CH2:29][O:30][CH3:31])[O:5][C:6]1[CH:7]=[C:8]([O:18][C:19]2[CH:24]=[CH:23][C:22]([S:25]([CH3:28])(=[O:27])=[O:26])=[CH:21][N:20]=2)[CH:9]=[C:10]2[C:14]=1[NH:13][C:12]([C:15]([NH2:17])=O)=[CH:11]2.COC1C=CC(P2(SP(C3C=CC(OC)=CC=3)(=S)S2)=[S:41])=CC=1. (3) Given the product [Br:1][C:2]1[CH:7]=[CH:6][C:5]2[C:14]3[CH2:13][CH2:12][N:11]([C:16]([O:18][C:19]([CH3:22])([CH3:21])[CH3:20])=[O:17])[CH2:10][C:9]=3[S:8][C:4]=2[CH:3]=1, predict the reactants needed to synthesize it. The reactants are: [Br:1][C:2]1[CH:3]=[C:4]([S:8][CH:9]2[C:14](=O)[CH2:13][CH2:12][N:11]([C:16]([O:18][C:19]([CH3:22])([CH3:21])[CH3:20])=[O:17])[CH2:10]2)[CH:5]=[CH:6][CH:7]=1.[OH-].[Na+].CC(OC(OC(OC(C)(C)C)=O)=O)(C)C. (4) Given the product [Cl:1][C:2]1[CH:3]=[C:4]([C:8]2[C:9]3[N:10]([C:26]([CH2:29][CH3:30])=[CH:27][CH:28]=3)[N:11]=[C:12]([C:20]3[CH:25]=[CH:24][CH:23]=[CH:22][CH:21]=3)[C:13]=2[CH2:14][CH2:15][CH2:16][CH2:17][CH2:18][C:31]#[N:33])[CH:5]=[CH:6][CH:7]=1, predict the reactants needed to synthesize it. The reactants are: [Cl:1][C:2]1[CH:3]=[C:4]([C:8]2[C:9]3[N:10]([C:26]([CH2:29][CH3:30])=[CH:27][CH:28]=3)[N:11]=[C:12]([C:20]3[CH:25]=[CH:24][CH:23]=[CH:22][CH:21]=3)[C:13]=2[CH2:14][CH2:15][CH2:16][CH2:17][CH2:18]O)[CH:5]=[CH:6][CH:7]=1.[CH2:31]([N:33](CC)CC)C.CS(Cl)(=O)=O. (5) Given the product [F:37][C:14]1[CH:15]=[C:16]([S:17][C:18]2[CH:19]=[C:20]3[C:25](=[CH:26][CH:27]=2)[CH:24]([CH2:28][NH2:29])[CH2:23][CH2:22][CH2:21]3)[C:11]2[N:10]=[CH:9][NH:8][C:12]=2[CH:13]=1, predict the reactants needed to synthesize it. The reactants are: C(OC([N:8]1[C:12]2[CH:13]=[C:14]([F:37])[CH:15]=[C:16]([S:17][C:18]3[CH:27]=[CH:26][C:25]4[C@H:24]([CH2:28][NH:29]C(OC(C)(C)C)=O)[CH2:23][CH2:22][CH2:21][C:20]=4[CH:19]=3)[C:11]=2[N:10]=[CH:9]1)=O)(C)(C)C.ClC1C=CC=C(C(OO)=O)C=1.C(OC(N1C2C=C(F)C=C(S(C3C=CC4C(CNC(OC(C)(C)C)=O)CCCC=4C=3)(=O)=O)C=2N=C1)=O)(C)(C)C. (6) Given the product [Cl:8][C:6]1[CH:5]=[C:4]([B:9]2[O:10][CH2:14][C:13]([CH3:17])([CH3:15])[CH2:12][O:11]2)[CH:3]=[C:2]([Cl:1])[CH:7]=1, predict the reactants needed to synthesize it. The reactants are: [Cl:1][C:2]1[CH:3]=[C:4]([B:9]([OH:11])[OH:10])[CH:5]=[C:6]([Cl:8])[CH:7]=1.[CH3:12][C:13]([CH2:17]O)([CH2:15]O)[CH3:14]. (7) Given the product [C:12]([O:16][C:17](=[O:18])[NH:9][C:5]1[N:4]=[C:3]([O:10][CH3:11])[C:2]([I:1])=[C:7]([CH3:8])[N:6]=1)([CH3:15])([CH3:14])[CH3:13], predict the reactants needed to synthesize it. The reactants are: [I:1][C:2]1[C:3]([O:10][CH3:11])=[N:4][C:5]([NH2:9])=[N:6][C:7]=1[CH3:8].[C:12]([O:16][C:17](O[C:17]([O:16][C:12]([CH3:15])([CH3:14])[CH3:13])=[O:18])=[O:18])([CH3:15])([CH3:14])[CH3:13].